Dataset: Full USPTO retrosynthesis dataset with 1.9M reactions from patents (1976-2016). Task: Predict the reactants needed to synthesize the given product. Given the product [CH:1]([C:4]1[N:13]=[C:7]2[CH:8]=[C:9]([NH:12][C:24]([C:23]3[N:22]([CH3:27])[N:21]=[CH:20][C:19]=3[C:17]([O:16][CH2:14][CH3:15])=[O:18])=[O:25])[CH:10]=[CH:11][N:6]2[N:5]=1)([CH3:3])[CH3:2], predict the reactants needed to synthesize it. The reactants are: [CH:1]([C:4]1[N:13]=[C:7]2[CH:8]=[C:9]([NH2:12])[CH:10]=[CH:11][N:6]2[N:5]=1)([CH3:3])[CH3:2].[CH2:14]([O:16][C:17]([C:19]1[CH:20]=[N:21][N:22]([CH3:27])[C:23]=1[C:24](O)=[O:25])=[O:18])[CH3:15].CCCP(=O)=O.C(N(C(C)C)CC)(C)C.